This data is from NCI-60 drug combinations with 297,098 pairs across 59 cell lines. The task is: Regression. Given two drug SMILES strings and cell line genomic features, predict the synergy score measuring deviation from expected non-interaction effect. (1) Drug 1: CCC1=C2CN3C(=CC4=C(C3=O)COC(=O)C4(CC)O)C2=NC5=C1C=C(C=C5)O. Synergy scores: CSS=32.0, Synergy_ZIP=-7.35, Synergy_Bliss=1.54, Synergy_Loewe=-9.64, Synergy_HSA=2.02. Cell line: HT29. Drug 2: N.N.Cl[Pt+2]Cl. (2) Drug 1: CC1=C2C(C(=O)C3(C(CC4C(C3C(C(C2(C)C)(CC1OC(=O)C(C(C5=CC=CC=C5)NC(=O)C6=CC=CC=C6)O)O)OC(=O)C7=CC=CC=C7)(CO4)OC(=O)C)O)C)OC(=O)C. Drug 2: CCN(CC)CCNC(=O)C1=C(NC(=C1C)C=C2C3=C(C=CC(=C3)F)NC2=O)C. Cell line: NCI-H226. Synergy scores: CSS=20.5, Synergy_ZIP=-0.0256, Synergy_Bliss=4.22, Synergy_Loewe=-6.79, Synergy_HSA=3.58. (3) Drug 1: CN(CC1=CN=C2C(=N1)C(=NC(=N2)N)N)C3=CC=C(C=C3)C(=O)NC(CCC(=O)O)C(=O)O. Drug 2: CC(C)CN1C=NC2=C1C3=CC=CC=C3N=C2N. Cell line: SNB-19. Synergy scores: CSS=27.1, Synergy_ZIP=1.54, Synergy_Bliss=3.43, Synergy_Loewe=3.16, Synergy_HSA=2.57.